This data is from Peptide-MHC class II binding affinity with 134,281 pairs from IEDB. The task is: Regression. Given a peptide amino acid sequence and an MHC pseudo amino acid sequence, predict their binding affinity value. This is MHC class II binding data. The binding affinity (normalized) is 0.165. The peptide sequence is FQEFMIVPSGAPSFT. The MHC is DRB1_0405 with pseudo-sequence DRB1_0405.